From a dataset of Peptide-MHC class I binding affinity with 185,985 pairs from IEDB/IMGT. Regression. Given a peptide amino acid sequence and an MHC pseudo amino acid sequence, predict their binding affinity value. This is MHC class I binding data. (1) The peptide sequence is FYAAEVTSAL. The MHC is H-2-Kd with pseudo-sequence H-2-Kd. The binding affinity (normalized) is 0.604. (2) The peptide sequence is YTAVVPLVY. The MHC is Patr-B0901 with pseudo-sequence YYTMYRENMASTDENIAYIRYYYYTWAARAYTWY. The binding affinity (normalized) is 0.828.